Predict the reactants needed to synthesize the given product. From a dataset of Full USPTO retrosynthesis dataset with 1.9M reactions from patents (1976-2016). (1) Given the product [Cl:1][C:2]1[CH:7]=[CH:6][C:5]([O:8][C:9]2[CH:16]=[CH:15][C:12]([CH2:13][NH:22][CH3:21])=[CH:11][CH:10]=2)=[CH:4][C:3]=1[C:17]([F:20])([F:19])[F:18], predict the reactants needed to synthesize it. The reactants are: [Cl:1][C:2]1[CH:7]=[CH:6][C:5]([O:8][C:9]2[CH:16]=[CH:15][C:12]([CH:13]=O)=[CH:11][CH:10]=2)=[CH:4][C:3]=1[C:17]([F:20])([F:19])[F:18].[CH3:21][NH2:22].[BH4-].[Na+]. (2) Given the product [F:1][C:2]1[CH:7]=[CH:6][C:5]([C@H:8]([NH:10][C:11]([NH:13][C:14]2[N:19]=[CH:18][C:17]3[C:20]([NH:42][CH3:43])=[N:21][NH:22][C:16]=3[CH:15]=2)=[O:12])[CH3:9])=[CH:4][CH:3]=1, predict the reactants needed to synthesize it. The reactants are: [F:1][C:2]1[CH:7]=[CH:6][C:5]([C@H:8]([NH:10][C:11]([NH:13][C:14]2[N:19]=[CH:18][C:17]3[C:20]([NH:42][CH3:43])=[N:21][N:22](C(C4C=CC=CC=4)(C4C=CC=CC=4)C4C=CC=CC=4)[C:16]=3[CH:15]=2)=[O:12])[CH3:9])=[CH:4][CH:3]=1.C([SiH](CC)CC)C. (3) Given the product [NH2:54][C:51]1[CH:52]=[CH:53][C:48]([O:47][CH3:46])=[CH:49][C:50]=1[NH:55][C:22]([C:21]1[N:17]([CH:14]2[CH2:15][CH2:16][N:11]([CH2:10][CH2:9][N:8]([CH3:29])[C:6](=[O:7])[O:5][C:1]([CH3:4])([CH3:3])[CH3:2])[CH2:12][CH2:13]2)[N:18]=[C:19]([C:25]([F:27])([F:28])[F:26])[CH:20]=1)=[O:23], predict the reactants needed to synthesize it. The reactants are: [C:1]([O:5][C:6]([N:8]([CH3:29])[CH2:9][CH2:10][N:11]1[CH2:16][CH2:15][CH:14]([N:17]2[C:21]([C:22](O)=[O:23])=[CH:20][C:19]([C:25]([F:28])([F:27])[F:26])=[N:18]2)[CH2:13][CH2:12]1)=[O:7])([CH3:4])([CH3:3])[CH3:2].C(Cl)CCl.C1C=CC2N(O)N=NC=2C=1.Cl.Cl.[CH3:46][O:47][C:48]1[CH:53]=[CH:52][C:51]([NH2:54])=[C:50]([NH2:55])[CH:49]=1.